Dataset: Reaction yield outcomes from USPTO patents with 853,638 reactions. Task: Predict the reaction yield, written as a fraction of the theoretical maximum amount of product (1.0 means a 100% yield; for example, 0.34 means a 34% yield). (1) The reactants are [N+:1]([C:4]1[CH:9]=[CH:8][CH:7]=[CH:6][C:5]=1[C:10]1[S:11][C:12]([C:15]2[CH:20]=[CH:19][CH:18]=[CH:17][CH:16]=2)=[CH:13][N:14]=1)([O-])=O. The catalyst is C1COCC1.[Ni]. The product is [C:15]1([C:12]2[S:11][C:10]([C:5]3[CH:6]=[CH:7][CH:8]=[CH:9][C:4]=3[NH2:1])=[N:14][CH:13]=2)[CH:16]=[CH:17][CH:18]=[CH:19][CH:20]=1. The yield is 0.790. (2) The reactants are COP([CH2:7][C:8](=[O:16])[C:9]([F:15])([F:14])[CH2:10][CH2:11][CH2:12][CH3:13])(=O)OC.O.[OH-].[Li+].[C:20]([O:23][C@@H:24]1[C@H:28]([CH2:29][CH2:30][CH2:31][CH2:32][CH2:33][CH2:34][C:35]([O:37][CH3:38])=[O:36])[C@@H:27]([CH:39]=O)[C@H:26]([O:41][CH:42]2[CH2:47][CH2:46][CH2:45][CH2:44][O:43]2)[CH2:25]1)(=[O:22])[CH3:21].O. The catalyst is O1CCCC1. The product is [C:20]([O:23][C@@H:24]1[C@H:28]([CH2:29][CH2:30][CH2:31][CH2:32][CH2:33][CH2:34][C:35]([O:37][CH3:38])=[O:36])[C@@H:27](/[CH:39]=[CH:7]/[C:8](=[O:16])[C:9]([F:14])([F:15])[CH2:10][CH2:11][CH2:12][CH3:13])[C@H:26]([O:41][CH:42]2[CH2:47][CH2:46][CH2:45][CH2:44][O:43]2)[CH2:25]1)(=[O:22])[CH3:21]. The yield is 0.558. (3) The reactants are [F:1][C:2]1[CH:7]=[CH:6][C:5]([F:8])=[CH:4][C:3]=1[N+:9]([O-])=O.CC(=O)OCC. The catalyst is CO.[Pd]. The product is [F:1][C:2]1[CH:7]=[CH:6][C:5]([F:8])=[CH:4][C:3]=1[NH2:9]. The yield is 0.830. (4) The reactants are [Cl:1][C:2]1[N:7]=[CH:6][C:5]2[C:8](I)=[N:9][N:10]([CH:11]([CH3:13])[CH3:12])[C:4]=2[CH:3]=1.[CH2:15]1[C:18]2([CH2:21][NH:20][CH2:19]2)[CH2:17][O:16]1.C(=O)([O-])[O-].[Cs+].[Cs+].C1(P(C2C=CC=CC=2)C2C3OC4C(=CC=CC=4P(C4C=CC=CC=4)C4C=CC=CC=4)C(C)(C)C=3C=CC=2)C=CC=CC=1. The catalyst is C([O-])(=O)C.[Pd+2].C([O-])(=O)C.O1CCOCC1. The product is [Cl:1][C:2]1[N:7]=[CH:6][C:5]2[C:8]([N:20]3[CH2:21][C:18]4([CH2:15][O:16][CH2:17]4)[CH2:19]3)=[N:9][N:10]([CH:11]([CH3:13])[CH3:12])[C:4]=2[CH:3]=1. The yield is 0.540. (5) The reactants are [CH3:1][O:2][C:3]1[CH:12]=[CH:11][C:6]2[N:7]=[C:8]([NH2:10])[S:9][C:5]=2[CH:4]=1.Br[CH2:14][C:15](=O)[C:16]([O:18][CH2:19][CH3:20])=[O:17]. No catalyst specified. The product is [CH3:1][O:2][C:3]1[CH:12]=[CH:11][C:6]2[N:7]3[CH:14]=[C:15]([C:16]([O:18][CH2:19][CH3:20])=[O:17])[N:10]=[C:8]3[S:9][C:5]=2[CH:4]=1. The yield is 0.430. (6) The reactants are [NH2:1][CH2:2][CH2:3][CH2:4][C:5]([CH3:9])([CH3:8])[CH2:6][OH:7].[N:10]([CH2:13][CH2:14][C:15]1[CH:20]=[CH:19][CH:18]=[CH:17][CH:16]=1)=[C:11]=[O:12]. The catalyst is C(Cl)Cl. The product is [OH:7][CH2:6][C:5]([CH3:9])([CH3:8])[CH2:4][CH2:3][CH2:2][NH:1][C:11]([NH:10][CH2:13][CH2:14][C:15]1[CH:20]=[CH:19][CH:18]=[CH:17][CH:16]=1)=[O:12]. The yield is 1.26. (7) The reactants are [CH3:1][N:2]([S:23]([CH3:26])(=[O:25])=[O:24])[C:3]1[CH:12]=[CH:11][C:10]([C:13]#[C:14][CH2:15][O:16][CH:17]2[CH2:22][CH2:21][CH2:20][CH2:19][O:18]2)=[CH:9][C:4]=1[C:5]([O:7]C)=O.[H-].[Na+].CO. The catalyst is CN(C=O)C. The product is [CH3:1][N:2]1[C:3]2[CH:12]=[CH:11][C:10]([C:13]#[C:14][CH2:15][O:16][CH:17]3[CH2:22][CH2:21][CH2:20][CH2:19][O:18]3)=[CH:9][C:4]=2[C:5](=[O:7])[CH2:26][S:23]1(=[O:25])=[O:24]. The yield is 0.690. (8) The reactants are [CH3:1][C:2]([C:7]1[CH:11]=[C:10]([NH:12][C:13](=[O:26])[C:14]([CH3:25])([S:16]([CH:19]2[CH2:24][CH2:23][O:22][CH2:21][CH2:20]2)(=[O:18])=[O:17])[CH3:15])[O:9][N:8]=1)([CH3:6])[C:3]([OH:5])=[O:4].N12CCCN=C1CCCC[CH2:28]2.CI. The catalyst is C(#N)C. The product is [CH3:28][O:4][C:3](=[O:5])[C:2]([CH3:1])([C:7]1[CH:11]=[C:10]([NH:12][C:13](=[O:26])[C:14]([CH3:25])([S:16]([CH:19]2[CH2:20][CH2:21][O:22][CH2:23][CH2:24]2)(=[O:18])=[O:17])[CH3:15])[O:9][N:8]=1)[CH3:6]. The yield is 0.790. (9) The reactants are IC1C(C)=C(I)C(C)=C(I)[C:3]=1[CH3:12].[Mn]([O-])(=O)(=O)=O.[K+].C([O:22][C:23](=[O:25])[CH3:24])(=O)C.[C:26]([OH:29])(=O)[CH3:27].S(=O)(=O)(O)[OH:31]. No catalyst specified. The product is [CH3:12][C:3]([CH2:27][C:26]([CH2:24][C:23]([OH:22])=[O:25])=[O:29])=[O:31]. The yield is 0.350.